From a dataset of Forward reaction prediction with 1.9M reactions from USPTO patents (1976-2016). Predict the product of the given reaction. Given the reactants [O-:1][CH2:2][CH3:3].[Na+].[F:5][C:6]1[CH:11]=[C:10]([O:12][CH3:13])[CH:9]=[C:8]([F:14])[C:7]=1[CH2:15][C:16]#[N:17].O, predict the reaction product. The product is: [C:2]([CH:15]([C:7]1[C:8]([F:14])=[CH:9][C:10]([O:12][CH3:13])=[CH:11][C:6]=1[F:5])[C:16]#[N:17])(=[O:1])[CH3:3].